The task is: Binary Classification. Given a T-cell receptor sequence (or CDR3 region) and an epitope sequence, predict whether binding occurs between them.. This data is from TCR-epitope binding with 47,182 pairs between 192 epitopes and 23,139 TCRs. The epitope is IVTDFSVIK. The TCR CDR3 sequence is CASSSIGTSGSPPDTQYF. Result: 0 (the TCR does not bind to the epitope).